Dataset: Catalyst prediction with 721,799 reactions and 888 catalyst types from USPTO. Task: Predict which catalyst facilitates the given reaction. Reactant: [CH3:1][C:2]1[CH:7]=[CH:6][C:5]([NH:8][C:9](=[O:26])[C:10]2[CH:15]=[C:14]([C:16]([F:19])([F:18])[F:17])[CH:13]=[C:12]([N:20]3[CH:24]=[C:23]([CH3:25])[N:22]=[CH:21]3)[CH:11]=2)=[CH:4][C:3]=1[NH:27][C:28]([N:30]1[C:34]2[N:35]=[CH:36][N:37]=[C:38](Cl)[C:33]=2[CH:32]=[CH:31]1)=[O:29].Cl.Cl.[CH3:42][N:43]([CH3:51])[C:44]1[CH:49]=[CH:48][CH:47]=[C:46]([NH2:50])[CH:45]=1.C(Cl)(=O)C.NC1C=CC=CC=1. Product: [CH3:1][C:2]1[CH:7]=[CH:6][C:5]([NH:8][C:9](=[O:26])[C:10]2[CH:15]=[C:14]([C:16]([F:19])([F:18])[F:17])[CH:13]=[C:12]([N:20]3[CH:24]=[C:23]([CH3:25])[N:22]=[CH:21]3)[CH:11]=2)=[CH:4][C:3]=1[NH:27][C:28]([N:30]1[C:34]2[N:35]=[CH:36][N:37]=[C:38]([NH:50][C:46]3[CH:47]=[CH:48][CH:49]=[C:44]([N:43]([CH3:51])[CH3:42])[CH:45]=3)[C:33]=2[CH:32]=[CH:31]1)=[O:29]. The catalyst class is: 51.